From a dataset of Reaction yield outcomes from USPTO patents with 853,638 reactions. Predict the reaction yield, written as a fraction of the theoretical maximum amount of product (1.0 means a 100% yield; for example, 0.34 means a 34% yield). (1) The reactants are [NH2:1][CH:2]1[CH2:7][CH2:6][N:5]([C:8]([O:10][C:11]([CH3:14])([CH3:13])[CH3:12])=[O:9])[CH2:4][CH2:3]1.C[O:16][C:17](=O)[C@H:18]([NH:31][C:32]([O:34][CH2:35][C:36]1[CH:41]=[CH:40][CH:39]=[CH:38][CH:37]=1)=[O:33])[CH2:19][C:20]1[C:21]([CH2:29]Cl)=[C:22]2[C:26](=[CH:27][CH:28]=1)[NH:25][N:24]=[CH:23]2. No catalyst specified. The product is [C:11]([O:10][C:8]([N:5]1[CH2:4][CH2:3][CH:2]([N:1]2[CH2:29][C:21]3[C:22]4[CH:23]=[N:24][NH:25][C:26]=4[CH:27]=[CH:28][C:20]=3[CH2:19][C@@H:18]([NH:31][C:32]([O:34][CH2:35][C:36]3[CH:37]=[CH:38][CH:39]=[CH:40][CH:41]=3)=[O:33])[C:17]2=[O:16])[CH2:7][CH2:6]1)=[O:9])([CH3:14])([CH3:13])[CH3:12]. The yield is 1.00. (2) The reactants are [CH2:1]([O:8][C:9]1[CH:16]=[N:15][CH:14]=[C:13]([O:17][CH2:18][C:19]2[CH:24]=[CH:23][CH:22]=[CH:21][CH:20]=2)[C:10]=1[C:11]#[N:12])[C:2]1[CH:7]=[CH:6][CH:5]=[CH:4][CH:3]=1.C([O-])([O-])=[O:26].[K+].[K+].OO.O. The catalyst is CS(C)=O. The product is [CH2:1]([O:8][C:9]1[CH:16]=[N:15][CH:14]=[C:13]([O:17][CH2:18][C:19]2[CH:24]=[CH:23][CH:22]=[CH:21][CH:20]=2)[C:10]=1[C:11]([NH2:12])=[O:26])[C:2]1[CH:3]=[CH:4][CH:5]=[CH:6][CH:7]=1. The yield is 0.830.